Dataset: Catalyst prediction with 721,799 reactions and 888 catalyst types from USPTO. Task: Predict which catalyst facilitates the given reaction. (1) Reactant: Br[C:2]1[CH:3]=[CH:4][C:5]([NH:8][C:9]2[CH:14]=[CH:13][C:12]([F:15])=[CH:11][C:10]=2[F:16])=[N:6][CH:7]=1.[Li]CCCC.[CH2:22]([O:24][C:25]([N:27]1[CH2:32][CH2:31][N:30]([C:33]2[CH:38]=[CH:37][C:36]([CH:39]=[O:40])=[C:35]([Cl:41])[CH:34]=2)[CH2:29][CH2:28]1)=[O:26])[CH3:23]. Product: [CH2:22]([O:24][C:25]([N:27]1[CH2:28][CH2:29][N:30]([C:33]2[CH:38]=[CH:37][C:36]([CH:39]([C:2]3[CH:7]=[N:6][C:5]([NH:8][C:9]4[CH:14]=[CH:13][C:12]([F:15])=[CH:11][C:10]=4[F:16])=[CH:4][CH:3]=3)[OH:40])=[C:35]([Cl:41])[CH:34]=2)[CH2:31][CH2:32]1)=[O:26])[CH3:23]. The catalyst class is: 134. (2) Reactant: Cl.Cl.[N:3]12[CH2:10][CH2:9][CH:6]([CH2:7][CH2:8]1)[C@@H:5]([NH2:11])[CH2:4]2.[N:12]([C:15]([C:18]1[CH:23]=[CH:22][CH:21]=[C:20]([C:24]([CH3:26])=[CH2:25])[CH:19]=1)([CH3:17])[CH3:16])=[C:13]=[O:14].C(N(CC)CC)C. Product: [CH2:25]=[C:24]([C:20]1[CH:19]=[C:18]([C:15]([NH:12][C:13]([NH:11][C@@H:5]2[CH:6]3[CH2:9][CH2:10][N:3]([CH2:8][CH2:7]3)[CH2:4]2)=[O:14])([CH3:17])[CH3:16])[CH:23]=[CH:22][CH:21]=1)[CH3:26]. The catalyst class is: 1.